From a dataset of Full USPTO retrosynthesis dataset with 1.9M reactions from patents (1976-2016). Predict the reactants needed to synthesize the given product. (1) Given the product [NH2:7][C:6]1[C:5]2[C:4](=[C:11]([Cl:12])[C:10]([O:13][CH3:14])=[C:9]([O:15][CH3:16])[CH:8]=2)[N:3]=[C:30]([N:27]2[CH2:28][CH2:29][N:24]([C:22]([O:21][C:17]([CH3:20])([CH3:19])[CH3:18])=[O:23])[CH2:25][CH2:26]2)[N:31]=1, predict the reactants needed to synthesize it. The reactants are: [H-].[Na+].[NH2:3][C:4]1[C:11]([Cl:12])=[C:10]([O:13][CH3:14])[C:9]([O:15][CH3:16])=[CH:8][C:5]=1[C:6]#[N:7].[C:17]([O:21][C:22]([N:24]1[CH2:29][CH2:28][N:27]([C:30]#[N:31])[CH2:26][CH2:25]1)=[O:23])([CH3:20])([CH3:19])[CH3:18]. (2) Given the product [O:20]=[C:18]1[NH:28][CH:27]=[N:1][C:2]2[CH:6]=[C:5]([C:7]3[CH:8]=[CH:9][C:10]([C:13]([O:15][CH2:16][CH3:17])=[O:14])=[CH:11][CH:12]=3)[NH:4][C:3]1=2, predict the reactants needed to synthesize it. The reactants are: [NH2:1][C:2]1[CH:6]=[C:5]([C:7]2[CH:12]=[CH:11][C:10]([C:13]([O:15][CH2:16][CH3:17])=[O:14])=[CH:9][CH:8]=2)[NH:4][C:3]=1[C:18]([O:20]CC)=O.C(O)(=O)C.[CH:27](N)=[NH:28]. (3) Given the product [CH2:25]([N:16]1[C:17]2[C:22](=[CH:21][CH:20]=[CH:19][N:18]=2)[C:23]([OH:24])=[C:14]([C:12]2[NH:11][C:10]3[CH:9]=[CH:8][CH:7]=[N:6][C:5]=3[S:2](=[O:4])(=[O:3])[N:1]=2)[C:15]1=[O:32])[C:26]1[CH:31]=[CH:30][CH:29]=[CH:28][CH:27]=1, predict the reactants needed to synthesize it. The reactants are: [NH2:1][S:2]([C:5]1[C:10]([NH:11][C:12]([C:14]2[C:15](=[O:32])[N:16]([CH2:25][C:26]3[CH:31]=[CH:30][CH:29]=[CH:28][CH:27]=3)[C:17]3[C:22]([C:23]=2[OH:24])=[CH:21][CH:20]=[CH:19][N:18]=3)=O)=[CH:9][CH:8]=[CH:7][N:6]=1)(=[O:4])=[O:3].NS(C1C=C(Br)C=CC=1NC(C1C(=O)N(CC2C=CC=CC=2)C2C(C=1O)=CC=CN=2)=O)(=O)=O.